From a dataset of Catalyst prediction with 721,799 reactions and 888 catalyst types from USPTO. Predict which catalyst facilitates the given reaction. Reactant: [NH2:1][CH2:2][C:3]1[C:4]([F:21])=[C:5]([O:10][C:11]2[CH:12]=[C:13]([CH:16]=[C:17]([CH2:19][CH3:20])[CH:18]=2)[C:14]#[N:15])[C:6]([Cl:9])=[CH:7][CH:8]=1.[Cl:22][C:23]1[N:24]=[CH:25][N:26](COCC[Si](C)(C)C)[C:27]=1[C:28](O)=[O:29].CCN(C(C)C)C(C)C.CN(C(ON1N=NC2C=CC=NC1=2)=[N+](C)C)C.F[P-](F)(F)(F)(F)F. Product: [Cl:22][C:23]1[N:24]=[CH:25][NH:26][C:27]=1[C:28]([NH:1][CH2:2][C:3]1[CH:8]=[CH:7][C:6]([Cl:9])=[C:5]([O:10][C:11]2[CH:18]=[C:17]([CH2:19][CH3:20])[CH:16]=[C:13]([C:14]#[N:15])[CH:12]=2)[C:4]=1[F:21])=[O:29]. The catalyst class is: 1.